Predict the reactants needed to synthesize the given product. From a dataset of Full USPTO retrosynthesis dataset with 1.9M reactions from patents (1976-2016). (1) Given the product [Cl:1][C:2]1[CH:7]=[CH:6][CH:5]=[C:4]([CH3:8])[C:3]=1[NH:9][C:10]([NH:23][C:24]1[CH:32]=[C:31]([F:33])[C:30]([F:34])=[CH:29][C:25]=1[C:26]([NH:66][C@H:67]([C:72]([OH:74])=[O:73])[C@H:68]([CH2:70][CH3:71])[CH3:69])=[O:28])=[O:11], predict the reactants needed to synthesize it. The reactants are: [Cl:1][C:2]1[CH:7]=[CH:6][CH:5]=[C:4]([CH3:8])[C:3]=1[N:9]=[C:10]=[O:11].CC1C=CC=C(C)C=1N=C=O.[NH2:23][C:24]1[CH:32]=[C:31]([F:33])[C:30]([F:34])=[CH:29][C:25]=1[C:26]([OH:28])=O.NC1C(C(O)=O)=CC2C(C=1)=CC=CC=2.C([NH:66][C@H:67]([C:72]([OH:74])=[O:73])[C@H:68]([CH2:70][CH3:71])[CH3:69])(OCC1C2C(=CC=CC=2)C2C1=CC=CC=2)=O.N(C(OCC1C2C(=CC=CC=2)C2C1=CC=CC=2)=O)[C@H](C(O)=O)CC(=O)OC(C)(C)C. (2) The reactants are: [Cl:1]/[CH:2]=[C:3]1/[C:4](=[O:13])[C:5]2[C:6]([S:11][CH2:12]/1)=[N:7][CH:8]=[CH:9][CH:10]=2. Given the product [Cl:1]/[CH:2]=[C:3]1\[C:4](=[O:13])[C:5]2[C:6]([S:11][CH2:12]\1)=[N:7][CH:8]=[CH:9][CH:10]=2, predict the reactants needed to synthesize it.